Dataset: Full USPTO retrosynthesis dataset with 1.9M reactions from patents (1976-2016). Task: Predict the reactants needed to synthesize the given product. Given the product [C:1]([SiH:9]([CH:11]([CH3:13])[CH3:12])[CH:6]([CH3:8])[CH3:7])([CH3:3])=[CH2:2], predict the reactants needed to synthesize it. The reactants are: [C:1]([Mg]Br)([CH3:3])=[CH2:2].[CH:6]([SiH:9]([CH:11]([CH3:13])[CH3:12])Cl)([CH3:8])[CH3:7].